Dataset: Forward reaction prediction with 1.9M reactions from USPTO patents (1976-2016). Task: Predict the product of the given reaction. (1) Given the reactants [OH:1][CH2:2][CH2:3][CH2:4][C@@H:5]1[N:10]([S:11]([C:14]2[CH:19]=[CH:18][CH:17]=[CH:16][CH:15]=2)(=[O:13])=[O:12])[CH2:9][CH2:8][N:7]([C:20]([O:22][CH2:23][C:24]2[CH:29]=[CH:28][CH:27]=[CH:26][CH:25]=2)=[O:21])[CH2:6]1.CC(OI1(OC(C)=O)(OC(C)=O)OC(=O)C2C=CC=CC1=2)=O, predict the reaction product. The product is: [O:1]=[CH:2][CH2:3][CH2:4][C@@H:5]1[N:10]([S:11]([C:14]2[CH:19]=[CH:18][CH:17]=[CH:16][CH:15]=2)(=[O:13])=[O:12])[CH2:9][CH2:8][N:7]([C:20]([O:22][CH2:23][C:24]2[CH:29]=[CH:28][CH:27]=[CH:26][CH:25]=2)=[O:21])[CH2:6]1. (2) Given the reactants Cl[C:2]1[CH:3]=[CH:4][C:5]2[N:6]([C:8]([CH:11]([CH3:13])[CH3:12])=[N:9][N:10]=2)[N:7]=1.[I-:14].[Na+].I, predict the reaction product. The product is: [I:14][C:2]1[CH:3]=[CH:4][C:5]2[N:6]([C:8]([CH:11]([CH3:13])[CH3:12])=[N:9][N:10]=2)[N:7]=1. (3) Given the reactants C[Sn](C)(C)[C:3]1[CH:18]=[CH:17][C:6]2[NH:7][C:8](C(OC(C)(C)C)=O)=[N:9][C:5]=2[CH:4]=1.Br[C:22]1[N:27]=[C:26]2[N:28]([CH2:32][CH:33]3[CH2:38][CH2:37][O:36][CH2:35][CH2:34]3)[C:29](=[O:31])[NH:30][C:25]2=[N:24][CH:23]=1, predict the reaction product. The product is: [NH:7]1[C:6]2[CH:17]=[CH:18][C:3]([C:22]3[N:27]=[C:26]4[N:28]([CH2:32][CH:33]5[CH2:38][CH2:37][O:36][CH2:35][CH2:34]5)[C:29](=[O:31])[NH:30][C:25]4=[N:24][CH:23]=3)=[CH:4][C:5]=2[N:9]=[CH:8]1. (4) Given the reactants [C:1]([C:4]1[C:12]2[C:7](=[CH:8][CH:9]=[C:10]([O:13][C:14]3[N:19]=[CH:18][C:17]([Br:20])=[CH:16][N:15]=3)[CH:11]=2)[N:6]([CH2:21][C:22]([OH:24])=O)[CH:5]=1)(=[O:3])[CH3:2].Cl.[Cl:26][C:27]1[CH:32]=[CH:31][CH:30]=[CH:29][C:28]=1[C:33]1[CH:38]=[CH:37][CH:36]=[C:35]([NH:39][C:40]([C@@H:42]2[CH2:46][C@@H:45]([F:47])[CH2:44][NH:43]2)=[O:41])[C:34]=1[F:48].CN(C(ON1N=NC2C=CC=NC1=2)=[N+](C)C)C.F[P-](F)(F)(F)(F)F.CCN(C(C)C)C(C)C, predict the reaction product. The product is: [C:1]([C:4]1[C:12]2[C:7](=[CH:8][CH:9]=[C:10]([O:13][C:14]3[N:15]=[CH:16][C:17]([Br:20])=[CH:18][N:19]=3)[CH:11]=2)[N:6]([CH2:21][C:22]([N:43]2[CH2:44][C@H:45]([F:47])[CH2:46][C@H:42]2[C:40]([NH:39][C:35]2[C:34]([F:48])=[C:33]([C:28]3[CH:29]=[CH:30][CH:31]=[CH:32][C:27]=3[Cl:26])[CH:38]=[CH:37][CH:36]=2)=[O:41])=[O:24])[CH:5]=1)(=[O:3])[CH3:2].